Dataset: Forward reaction prediction with 1.9M reactions from USPTO patents (1976-2016). Task: Predict the product of the given reaction. (1) Given the reactants [F:1][C:2]1[CH:8]=[C:7]([I:9])[CH:6]=[CH:5][C:3]=1[NH2:4].Cl[C:11]1[N:12]=[N:13][C:14]([Cl:20])=[CH:15][C:16]=1[C:17]([OH:19])=[O:18].[Li+].C[Si]([N-][Si](C)(C)C)(C)C, predict the reaction product. The product is: [Cl:20][C:14]1[N:13]=[N:12][C:11]([NH:4][C:3]2[CH:5]=[CH:6][C:7]([I:9])=[CH:8][C:2]=2[F:1])=[C:16]([C:17]([OH:19])=[O:18])[CH:15]=1. (2) Given the reactants [CH:1]1([N:7]=[C:8]=NC2CCCCC2)CCCCC1.[NH:16]1[C:24]2[C:19](=[CH:20][CH:21]=[CH:22][CH:23]=2)[C:18]([S:25][C:26]2[CH:31]=[CH:30][CH:29]=[CH:28][C:27]=2[CH2:32][C:33]([OH:35])=O)=[CH:17]1.CNC, predict the reaction product. The product is: [NH:16]1[C:24]2[C:19](=[CH:20][CH:21]=[CH:22][CH:23]=2)[C:18]([S:25][C:26]2[CH:31]=[CH:30][CH:29]=[CH:28][C:27]=2[CH2:32][C:33]([N:7]([CH3:8])[CH3:1])=[O:35])=[CH:17]1. (3) Given the reactants [CH3:1][CH2:2][CH2:3][C:4]1[C:5]2[N:14]=[C:13]([C:15]3[CH:16]=[C:17]([S:24]([N:27]4[CH2:32][CH2:31][N:30]([CH3:33])[CH2:29][CH2:28]4)(=[O:26])=[O:25])[CH:18]=[CH:19][C:20]=3[O:21][CH2:22][CH3:23])[NH:12][C:10](=[O:11])[C:6]=2[N:7]([CH3:9])[N:8]=1.C(C(O)(C(O)=O)CC(O)=O)C(O)=O.[Na].[C:48]([OH:57])(=[O:56])[C:49]1[C:50](=[CH:52][CH:53]=[CH:54][CH:55]=1)[OH:51], predict the reaction product. The product is: [CH3:1][CH2:2][CH2:3][C:4]1[C:5]2[N:14]=[C:13]([C:15]3[CH:16]=[C:17]([S:24]([N:27]4[CH2:32][CH2:31][N:30]([CH3:33])[CH2:29][CH2:28]4)(=[O:25])=[O:26])[CH:18]=[CH:19][C:20]=3[O:21][CH2:22][CH3:23])[NH:12][C:10](=[O:11])[C:6]=2[N:7]([CH3:9])[N:8]=1.[C:48]([O-:57])(=[O:56])[C:49]1[C:50](=[CH:52][CH:53]=[CH:54][CH:55]=1)[OH:51]. (4) Given the reactants [O:1]1[CH2:3][C@H:2]1[CH2:4][O:5][C:6]1[CH:13]=[CH:12][CH:11]=[CH:10][C:7]=1[C:8]#[N:9].[Cl:14][C:15]1[CH:28]=[CH:27][C:18]([CH2:19][N:20]2[CH2:25][CH2:24][CH:23]([NH2:26])[CH2:22][CH2:21]2)=[CH:17][CH:16]=1, predict the reaction product. The product is: [Cl:14][C:15]1[CH:16]=[CH:17][C:18]([CH2:19][N:20]2[CH2:21][CH2:22][CH:23]([NH:26][CH2:3][C@H:2]([OH:1])[CH2:4][O:5][C:6]3[CH:13]=[CH:12][CH:11]=[CH:10][C:7]=3[C:8]#[N:9])[CH2:24][CH2:25]2)=[CH:27][CH:28]=1. (5) Given the reactants [Br:1][C:2]1[CH:7]=[CH:6][CH:5]=[CH:4][C:3]=1[OH:8].Br[CH:10]1[CH2:13][CH2:12][CH2:11]1, predict the reaction product. The product is: [Br:1][C:2]1[CH:7]=[CH:6][CH:5]=[CH:4][C:3]=1[O:8][CH:10]1[CH2:13][CH2:12][CH2:11]1. (6) The product is: [CH3:1][O:2][C:3](=[O:12])[C:4]1[CH:9]=[CH:8][C:7]([O:10][CH3:11])=[C:6]([C:16](=[O:17])[C:15]2[CH:19]=[CH:20][CH:21]=[CH:22][C:14]=2[CH3:13])[CH:5]=1. Given the reactants [CH3:1][O:2][C:3](=[O:12])[C:4]1[CH:9]=[CH:8][C:7]([O:10][CH3:11])=[CH:6][CH:5]=1.[CH3:13][C:14]1[CH:22]=[CH:21][CH:20]=[CH:19][C:15]=1[C:16](Cl)=[O:17].[Sn](Cl)(Cl)(Cl)Cl, predict the reaction product. (7) Given the reactants [CH:1]([C@@H:4]1[CH2:8][CH2:7][S:6](=[O:10])(=[O:9])[NH:5]1)([CH3:3])[CH3:2].[CH3:11][C:12]1[CH:17]=[C:16]([CH3:18])[CH:15]=[CH:14][C:13]=1[N:19]1[CH2:24][CH2:23][N:22]([C:25]([C:27]2[CH:32]=[CH:31][C:30](I)=[CH:29][CH:28]=2)=[O:26])[CH2:21][CH2:20]1, predict the reaction product. The product is: [CH3:11][C:12]1[CH:17]=[C:16]([CH3:18])[CH:15]=[CH:14][C:13]=1[N:19]1[CH2:20][CH2:21][N:22]([C:25]([C:27]2[CH:32]=[CH:31][C:30]([N:5]3[C@H:4]([CH:1]([CH3:3])[CH3:2])[CH2:8][CH2:7][S:6]3(=[O:10])=[O:9])=[CH:29][CH:28]=2)=[O:26])[CH2:23][CH2:24]1. (8) Given the reactants [OH:1][C:2]1[CH:7]=[CH:6][CH:5]=[CH:4][C:3]=1[S:8][CH3:9].F[C:11]1[CH:16]=[CH:15][C:14]([F:17])=[CH:13][C:12]=1[N+:18]([O-:20])=[O:19].[F:21][C:22]1[CH:23]=[CH:24][C:25]([O:29][C:30]2[CH:35]=[CH:34][CH:33]=[CH:32][C:31]=2[S:36][CH3:37])=[C:26]([CH:28]=1)[NH2:27].[NH2:38][C:39]1[S:40][CH:41]=[CH:42][N:43]=1, predict the reaction product. The product is: [F:17][C:14]1[CH:15]=[CH:16][C:11]([O:1][C:2]2[CH:7]=[CH:6][CH:5]=[CH:4][C:3]=2[S:8][CH3:9])=[C:12]([N+:18]([O-:20])=[O:19])[CH:13]=1.[F:21][C:22]1[CH:23]=[CH:24][C:25]([O:29][C:30]2[CH:35]=[CH:34][CH:33]=[CH:32][C:31]=2[S:36][CH3:37])=[C:26]([NH:27][C:2]([NH:38][C:39]2[S:40][CH:41]=[CH:42][N:43]=2)=[O:1])[CH:28]=1.